Dataset: Forward reaction prediction with 1.9M reactions from USPTO patents (1976-2016). Task: Predict the product of the given reaction. (1) Given the reactants C[O:2][C:3]([C:5]1[NH:6][C:7]2[C:12]([CH:13]=1)=[CH:11][CH:10]=[C:9]([CH3:14])[CH:8]=2)=[O:4].Br[CH2:16][C:17]1[C:26]2[C:21](=[CH:22][CH:23]=[CH:24][CH:25]=2)[CH:20]=[CH:19][CH:18]=1, predict the reaction product. The product is: [CH3:14][C:9]1[CH:8]=[C:7]2[C:12]([CH:13]=[C:5]([C:3]([OH:2])=[O:4])[N:6]2[CH2:16][C:17]2[C:26]3[C:21](=[CH:22][CH:23]=[CH:24][CH:25]=3)[CH:20]=[CH:19][CH:18]=2)=[CH:11][CH:10]=1. (2) Given the reactants CS([C:5]1[N:10]=[C:9]([CH2:11][CH2:12][C:13]2[CH:18]=[CH:17][CH:16]=[CH:15][C:14]=2[CH2:19][C:20]([O:22][CH3:23])=[O:21])[C:8]([C:24]([F:27])([F:26])[F:25])=[CH:7][N:6]=1)(=O)=O.C(OC([NH:35][C:36]1[CH:41]=[CH:40][C:39]([CH:42]2[CH2:47][CH2:46][N:45](C(OC(C)(C)C)=O)[CH2:44][CH2:43]2)=[CH:38][C:37]=1[O:55][CH3:56])=O)(C)(C)C.FC(F)(F)C(O)=O, predict the reaction product. The product is: [CH3:56][O:55][C:37]1[CH:38]=[C:39]([CH:42]2[CH2:43][CH2:44][NH:45][CH2:46][CH2:47]2)[CH:40]=[CH:41][C:36]=1[NH:35][C:5]1[N:10]=[C:9]([CH2:11][CH2:12][C:13]2[CH:18]=[CH:17][CH:16]=[CH:15][C:14]=2[CH2:19][C:20]([O:22][CH3:23])=[O:21])[C:8]([C:24]([F:27])([F:26])[F:25])=[CH:7][N:6]=1. (3) Given the reactants Br[C:2]1[C:3]([Cl:9])=[CH:4][C:5]([Cl:8])=[N:6][CH:7]=1.[O-]P([O-])([O-])=O.[K+].[K+].[K+].[CH:18]1(B(O)O)[CH2:20][CH2:19]1.C1(P(C2CCCCC2)C2CCCCC2)CCCCC1, predict the reaction product. The product is: [Cl:8][C:5]1[CH:4]=[C:3]([Cl:9])[C:2]([CH:18]2[CH2:20][CH2:19]2)=[CH:7][N:6]=1. (4) Given the reactants [CH3:1][C@H:2]1[C@@H:7]([N:8]([C:10]2[N:18]=[CH:17][N:16]=[C:15]3[C:11]=2[CH:12]=[CH:13][NH:14]3)[CH3:9])[CH2:6][N:5]([C:19]([CH2:21][C:22]#[N:23])=[O:20])[CH2:4][CH2:3]1.Cl.O.[C:26]([OH:38])(=[O:37])[CH2:27][C:28]([CH2:33][C:34]([OH:36])=[O:35])([C:30]([OH:32])=[O:31])[OH:29].C(=O)(O)[O-].[Na+], predict the reaction product. The product is: [CH3:1][C@H:2]1[C@@H:7]([N:8]([C:10]2[N:18]=[CH:17][N:16]=[C:15]3[C:11]=2[CH:12]=[CH:13][NH:14]3)[CH3:9])[CH2:6][N:5]([C:19]([CH2:21][C:22]#[N:23])=[O:20])[CH2:4][CH2:3]1.[CH2:33]([C:28]([OH:29])([C:30]([OH:32])=[O:31])[CH2:27][C:26]([OH:38])=[O:37])[C:34]([OH:36])=[O:35]. (5) Given the reactants [CH3:1][N:2]([CH3:14])[CH2:3][CH2:4][O:5][C:6]1[CH:13]=[CH:12][C:9]([CH2:10][NH2:11])=[CH:8][CH:7]=1.[CH3:15][O:16][C:17]1[CH:18]=[C:19]([CH:23]=[CH:24][C:25]=1[O:26][CH3:27])[C:20](Cl)=[O:21], predict the reaction product. The product is: [CH3:1][N:2]([CH2:3][CH2:4][O:5][C:6]1[CH:13]=[CH:12][C:9]([CH2:10][NH:11][C:20]([C:19]2[CH:23]=[CH:24][C:25]([O:26][CH3:27])=[C:17]([O:16][CH3:15])[CH:18]=2)=[O:21])=[CH:8][CH:7]=1)[CH3:14]. (6) Given the reactants Br[C:2]1[CH:10]=[CH:9][CH:8]=[C:7]2[C:3]=1[CH2:4][C:5](=[O:11])[NH:6]2.C(O)C.[CH3:15][N:16](C=O)C, predict the reaction product. The product is: [C:15]([C:2]1[CH:10]=[CH:9][CH:8]=[C:7]2[C:3]=1[CH2:4][C:5](=[O:11])[NH:6]2)#[N:16]. (7) The product is: [NH2:28][C:19]1[C:18]2[N:17]=[C:16]([CH2:29][CH2:30][CH2:31][CH3:32])[N:15]([CH2:14][CH2:13][CH2:12][CH2:11][NH:10][S:2]([CH3:1])(=[O:5])=[O:3])[C:27]=2[C:26]2[CH:25]=[CH:24][CH:23]=[CH:22][C:21]=2[N:20]=1. Given the reactants [CH3:1][S:2]([O:5]S(C)(=O)=O)(=O)=[O:3].[NH2:10][CH2:11][CH2:12][CH2:13][CH2:14][N:15]1[C:27]2[C:26]3[CH:25]=[CH:24][CH:23]=[CH:22][C:21]=3[N:20]=[C:19]([NH2:28])[C:18]=2[N:17]=[C:16]1[CH2:29][CH2:30][CH2:31][CH3:32], predict the reaction product. (8) The product is: [CH3:21][N:22]([CH3:26])[C:23](=[O:24])[O:18][C:15]1[CH:16]=[C:17]2[C:12]([CH2:11][CH2:10][CH2:9][N:8]2[CH2:1][C:2]2[CH:3]=[CH:4][CH:5]=[CH:6][CH:7]=2)=[CH:13][CH:14]=1. Given the reactants [CH2:1]([N:8]1[C:17]2[C:12](=[CH:13][CH:14]=[C:15]([OH:18])[CH:16]=2)[CH2:11][CH2:10][CH2:9]1)[C:2]1[CH:7]=[CH:6][CH:5]=[CH:4][CH:3]=1.[H-].[Na+].[CH3:21][N:22]([CH3:26])[C:23](Cl)=[O:24], predict the reaction product. (9) Given the reactants [CH2:1]([O:8][C:9]1[CH:17]=[CH:16][CH:15]=[C:14]2[C:10]=1[CH:11]=[CH:12][NH:13]2)[C:2]1[CH:7]=[CH:6][CH:5]=[CH:4][CH:3]=1.[OH-].[K+].Br[CH2:21][CH2:22][C:23]([O:25]CC)=[O:24].Cl, predict the reaction product. The product is: [CH2:1]([O:8][C:9]1[CH:17]=[CH:16][CH:15]=[C:14]2[C:10]=1[CH:11]=[CH:12][N:13]2[CH2:21][CH2:22][C:23]([OH:25])=[O:24])[C:2]1[CH:3]=[CH:4][CH:5]=[CH:6][CH:7]=1.